From a dataset of Cav3 T-type calcium channel HTS with 100,875 compounds. Binary Classification. Given a drug SMILES string, predict its activity (active/inactive) in a high-throughput screening assay against a specified biological target. (1) The drug is O=C(NNC(CC(C)C)C)c1[nH]c2c(c1)cccc2. The result is 0 (inactive). (2) The molecule is S(=O)(=O)(NCCc1ccccc1)c1c(sc(c1)C)C. The result is 0 (inactive). (3) The molecule is O=c1n2[nH]c(nc2nc(c1)c1ccccc1)NC(=O)c1ccc(OC)cc1. The result is 0 (inactive). (4) The result is 0 (inactive). The drug is O=c1n(c(=O)n(c2cn(C3CCCCC3)c(c12)c1ccccc1)C)C.